This data is from Catalyst prediction with 721,799 reactions and 888 catalyst types from USPTO. The task is: Predict which catalyst facilitates the given reaction. (1) Reactant: C[O:2][C:3](=[O:43])[C@@H:4]([NH:8][S:9]([C:12]1[CH:17]=[CH:16][C:15]([C:18]2[CH:23]=[CH:22][C:21]([NH:24][C:25]([C:27]3[O:28][C:29]4[CH:36]=[CH:35][CH:34]=[C:33]([C:37]5[CH:38]=[N:39][CH:40]=[CH:41][CH:42]=5)[C:30]=4[C:31]=3[CH3:32])=[O:26])=[CH:20][CH:19]=2)=[CH:14][CH:13]=1)(=[O:11])=[O:10])[CH:5]([CH3:7])[CH3:6].[Li+].[OH-]. Product: [CH3:6][CH:5]([CH3:7])[C@H:4]([NH:8][S:9]([C:12]1[CH:13]=[CH:14][C:15]([C:18]2[CH:19]=[CH:20][C:21]([NH:24][C:25]([C:27]3[O:28][C:29]4[CH:36]=[CH:35][CH:34]=[C:33]([C:37]5[CH:38]=[N:39][CH:40]=[CH:41][CH:42]=5)[C:30]=4[C:31]=3[CH3:32])=[O:26])=[CH:22][CH:23]=2)=[CH:16][CH:17]=1)(=[O:11])=[O:10])[C:3]([OH:43])=[O:2]. The catalyst class is: 1. (2) Reactant: [N+:1]([C:4]1[CH:9]=[CH:8][C:7]([C:10]2[N:11]=[CH:12][NH:13][CH:14]=2)=[CH:6][CH:5]=1)([O-:3])=[O:2].C(=O)([O-])[O-].[Cs+].[Cs+].Br[CH2:22][C:23]([CH3:26])([CH3:25])[CH3:24]. Product: [CH2:22]([N:13]1[CH:14]=[C:10]([C:7]2[CH:6]=[CH:5][C:4]([N+:1]([O-:3])=[O:2])=[CH:9][CH:8]=2)[N:11]=[CH:12]1)[C:23]([CH3:26])([CH3:25])[CH3:24]. The catalyst class is: 42. (3) Reactant: [CH3:1][O:2][C:3]1[C:13]2[C:12]3[CH:14]=[CH:15][C:16]([N+:18]([O-])=O)=[CH:17][C:11]=3[CH2:10][O:9][CH2:8][C:7]=2[CH:6]=[C:5]([O:21][CH3:22])[C:4]=1[O:23][CH3:24]. Product: [CH3:22][O:21][C:5]1[C:4]([O:23][CH3:24])=[C:3]([O:2][CH3:1])[C:13]2[C:12]3[CH:14]=[CH:15][C:16]([NH2:18])=[CH:17][C:11]=3[CH2:10][O:9][CH2:8][C:7]=2[CH:6]=1. The catalyst class is: 78. (4) Reactant: [Cl:1][C:2]1[CH:7]=[C:6](Cl)[C:5]([N+:9]([O-:11])=[O:10])=[CH:4][N:3]=1.C(N(CC)CC)C.[O:19]1[CH2:23][CH2:22][CH:21]([NH2:24])[CH2:20]1. Product: [Cl:1][C:2]1[CH:7]=[C:6]([NH:24][CH:21]2[CH2:22][CH2:23][O:19][CH2:20]2)[C:5]([N+:9]([O-:11])=[O:10])=[CH:4][N:3]=1. The catalyst class is: 1.